This data is from M1 muscarinic receptor agonist screen with 61,833 compounds. The task is: Binary Classification. Given a drug SMILES string, predict its activity (active/inactive) in a high-throughput screening assay against a specified biological target. (1) The drug is O(c1c(NC(=O)CC)ccc(OC)c1)C. The result is 0 (inactive). (2) The result is 0 (inactive). The drug is Clc1ccc(NCc2n(c(SCc3ccccc3)nn2)C)cc1.